Task: Predict the reaction yield, written as a fraction of the theoretical maximum amount of product (1.0 means a 100% yield; for example, 0.34 means a 34% yield).. Dataset: Reaction yield outcomes from USPTO patents with 853,638 reactions (1) The product is [C:1]([Si:5]([CH3:7])([CH3:6])[O:20][CH2:19][C@H:17]1[CH2:16][O:18]1)([CH3:4])([CH3:3])[CH3:2]. The reactants are [C:1]([Si:5](Cl)([CH3:7])[CH3:6])([CH3:4])([CH3:3])[CH3:2].CCN(CC)CC.[CH2:16]1[O:18][C@H:17]1[CH2:19][OH:20]. The catalyst is C(Cl)Cl.CCOCC. The yield is 0.790. (2) The reactants are [I:1][C:2]1[CH:3]=[C:4]2[C:8](=[CH:9][CH:10]=1)[NH:7][C:6](=[O:11])[C:5]2=O.[NH:13]([C:15](=[O:34])[CH2:16][O:17][C:18]1[CH:33]=[CH:32][C:21]([C:22]([O:24][CH2:25][C:26]2[CH:31]=[CH:30][CH:29]=[CH:28][CH:27]=2)=[O:23])=[CH:20][CH:19]=1)[NH2:14]. The catalyst is C(O)(=O)C. The product is [I:1][C:2]1[CH:3]=[C:4]2[C:8](=[CH:9][CH:10]=1)[NH:7][C:6](=[O:11])[C:5]2=[N:14][NH:13][C:15](=[O:34])[CH2:16][O:17][C:18]1[CH:33]=[CH:32][C:21]([C:22]([O:24][CH2:25][C:26]2[CH:27]=[CH:28][CH:29]=[CH:30][CH:31]=2)=[O:23])=[CH:20][CH:19]=1. The yield is 0.770.